From a dataset of Full USPTO retrosynthesis dataset with 1.9M reactions from patents (1976-2016). Predict the reactants needed to synthesize the given product. (1) The reactants are: [C@@H:1]12[CH2:6][C@@H:5]1[CH2:4][NH:3][C@@H:2]2[CH2:7][NH:8][C:9](=[O:14])[C:10]([F:13])([F:12])[F:11].[F:15][C:16]1[CH:17]=[C:18]([C:22]2[S:26][C:25]([CH3:27])=[N:24][C:23]=2[C:28](O)=[O:29])[CH:19]=[CH:20][CH:21]=1. Given the product [F:13][C:10]([F:12])([F:11])[C:9]([NH:8][CH2:7][C@H:2]1[N:3]([C:28]([C:23]2[N:24]=[C:25]([CH3:27])[S:26][C:22]=2[C:18]2[CH:19]=[CH:20][CH:21]=[C:16]([F:15])[CH:17]=2)=[O:29])[CH2:4][C@@H:5]2[C@H:1]1[CH2:6]2)=[O:14], predict the reactants needed to synthesize it. (2) Given the product [Cl:1][C:2]1[CH:3]=[C:4]([C:9]2[C:10](=[O:11])[C:12]([CH3:17])=[CH:13][O:11][C:10]=2[C:12]2[CH:13]=[CH:14][CH:15]=[CH:16][CH:17]=2)[CH:5]=[CH:6][C:7]=1[Cl:8], predict the reactants needed to synthesize it. The reactants are: [Cl:1][C:2]1[CH:3]=[C:4]([CH2:9][C:10]([C:12]2[CH:17]=[CH:16][CH:15]=[CH:14][CH:13]=2)=[O:11])[CH:5]=[CH:6][C:7]=1[Cl:8]. (3) Given the product [F:11][C:12]1[CH:13]=[C:14]([CH:17]=[CH:18][C:19]=1[O:20][CH2:2][CH2:3][CH2:4][N:5]1[CH2:10][CH2:9][O:8][CH2:7][CH2:6]1)[CH:15]=[O:16], predict the reactants needed to synthesize it. The reactants are: Cl[CH2:2][CH2:3][CH2:4][N:5]1[CH2:10][CH2:9][O:8][CH2:7][CH2:6]1.[F:11][C:12]1[CH:13]=[C:14]([CH:17]=[CH:18][C:19]=1[OH:20])[CH:15]=[O:16].C(=O)([O-])[O-].[K+].[K+].O. (4) Given the product [CH2:4]([NH:10][C@H:5]([C:4]([O:3][CH3:2])=[O:11])[C:6]([CH3:9])([CH3:8])[CH3:7])[CH2:5][CH2:6][CH2:7][CH:22]=[CH2:23], predict the reactants needed to synthesize it. The reactants are: [Cl-].[CH3:2][O:3][C:4](=[O:11])[C@@H:5]([NH3+:10])[C:6]([CH3:9])([CH3:8])[CH3:7].C(O[BH-](O[C:22](=O)[CH3:23])OC(=O)C)(=O)C.[Na+]. (5) Given the product [CH2:37]([O:36][C:34]([N:2]1[CH2:6][CH2:5][C@H:4]([NH:7][C:8]([C:10]2[C:14]3[N:15]=[CH:16][N:17]=[C:18]([C:19]4[C:27]5[O:26][CH2:25][O:24][C:23]=5[CH:22]=[CH:21][C:20]=4[O:28][CH2:29][CH:30]4[CH2:32][CH2:31]4)[C:13]=3[NH:12][CH:11]=2)=[O:9])[CH2:3]1)=[O:35])[CH3:38], predict the reactants needed to synthesize it. The reactants are: Cl.[NH:2]1[CH2:6][CH2:5][C@H:4]([NH:7][C:8]([C:10]2[C:14]3[N:15]=[CH:16][N:17]=[C:18]([C:19]4[C:27]5[O:26][CH2:25][O:24][C:23]=5[CH:22]=[CH:21][C:20]=4[O:28][CH2:29][CH:30]4[CH2:32][CH2:31]4)[C:13]=3[NH:12][CH:11]=2)=[O:9])[CH2:3]1.Cl[C:34]([O:36][CH2:37][CH3:38])=[O:35]. (6) Given the product [C:1]([O:5][C:6]([N:8]1[CH2:20][C@@H:19]([CH3:21])[N:18]2[C@H:10]([CH2:11][C:12]3[C:17]2=[N:16][C:15]([C:32]([OH:34])([CH3:33])[CH2:31][CH2:30][CH2:29][Cl:28])=[CH:14][CH:13]=3)[CH2:9]1)=[O:7])([CH3:4])([CH3:3])[CH3:2], predict the reactants needed to synthesize it. The reactants are: [C:1]([O:5][C:6]([N:8]1[CH2:20][C@@H:19]([CH3:21])[N:18]2[C@H:10]([CH2:11][C:12]3[C:17]2=[N:16][C:15](Br)=[CH:14][CH:13]=3)[CH2:9]1)=[O:7])([CH3:4])([CH3:3])[CH3:2].C([Li])(C)(C)C.[Cl:28][CH2:29][CH2:30][CH2:31][C:32](=[O:34])[CH3:33]. (7) Given the product [C:53]([O:52][C:50]([NH:49][C@@H:7]([C:6]([CH3:58])([CH3:57])[CH2:5][OH:4])[C:8]([NH:9][C@@H:10]([CH2:41][C:42]1[CH:47]=[CH:46][CH:45]=[CH:44][CH:43]=1)[C@@H:11]([OH:40])[CH2:12][C@@H:13]([NH:14][C:15](=[O:26])[C@H:16]([C:22]([CH3:25])([CH3:23])[CH3:24])[NH:17][C:18]([O:19][CH3:20])=[O:21])[CH2:27][C:28]1[CH:33]=[CH:32][C:31]([C:34]2[CH:39]=[CH:38][CH:37]=[CH:36][N:35]=2)=[CH:30][CH:29]=1)=[O:48])=[O:51])([CH3:54])([CH3:55])[CH3:56], predict the reactants needed to synthesize it. The reactants are: C([O:4][CH2:5][C:6]([CH3:58])([CH3:57])[C@H:7]([NH:49][C:50]([O:52][C:53]([CH3:56])([CH3:55])[CH3:54])=[O:51])[C:8](=[O:48])[NH:9][C@@H:10]([CH2:41][C:42]1[CH:47]=[CH:46][CH:45]=[CH:44][CH:43]=1)[C@@H:11]([OH:40])[CH2:12][C@H:13]([CH2:27][C:28]1[CH:33]=[CH:32][C:31]([C:34]2[CH:39]=[CH:38][CH:37]=[CH:36][N:35]=2)=[CH:30][CH:29]=1)[NH:14][C:15](=[O:26])[C@H:16]([C:22]([CH3:25])([CH3:24])[CH3:23])[NH:17][C:18](=[O:21])[O:19][CH3:20])(=O)C.[OH-].[Li+].